From a dataset of Forward reaction prediction with 1.9M reactions from USPTO patents (1976-2016). Predict the product of the given reaction. (1) Given the reactants [Cl:1][C:2]1[CH:25]=[CH:24][C:5]([O:6][CH2:7][C:8]([N:10]2[C:16]3[CH:17]=[CH:18][CH:19]=[CH:20][C:15]=3[CH2:14][N:13]3[CH:21]=[CH:22][CH:23]=[C:12]3[CH2:11]2)=[O:9])=[C:4]([CH3:26])[CH:3]=1.[C:27]1([CH2:33][CH2:34][C:35](Cl)=[O:36])[CH:32]=[CH:31][CH:30]=[CH:29][CH:28]=1, predict the reaction product. The product is: [Cl:1][C:2]1[CH:25]=[CH:24][C:5]([O:6][CH2:7][C:8]([N:10]2[C:16]3[CH:17]=[CH:18][CH:19]=[CH:20][C:15]=3[CH2:14][N:13]3[C:21]([C:35](=[O:36])[CH2:34][CH2:33][C:27]4[CH:32]=[CH:31][CH:30]=[CH:29][CH:28]=4)=[CH:22][CH:23]=[C:12]3[CH2:11]2)=[O:9])=[C:4]([CH3:26])[CH:3]=1. (2) Given the reactants [CH3:1][C:2]1[CH:3]=[C:4]([CH:7]=O)[S:5][CH:6]=1.[N+:9]([CH3:12])([O-:11])=[O:10], predict the reaction product. The product is: [CH3:1][C:2]1[CH:3]=[C:4]([CH:7]=[CH:12][N+:9]([O-:11])=[O:10])[S:5][CH:6]=1. (3) Given the reactants [CH3:1][C:2]1([CH3:16])[C:6]([CH3:8])([CH3:7])[O:5][B:4]([C:9]2[CH:14]=[CH:13][CH:12]=[CH:11][C:10]=2[CH3:15])[O:3]1.[Br:17]N1C(=O)CCC1=O.CC(N=NC(C#N)(C)C)(C#N)C, predict the reaction product. The product is: [Br:17][CH2:15][C:10]1[CH:11]=[CH:12][CH:13]=[CH:14][C:9]=1[B:4]1[O:3][C:2]([CH3:16])([CH3:1])[C:6]([CH3:7])([CH3:8])[O:5]1.